This data is from Full USPTO retrosynthesis dataset with 1.9M reactions from patents (1976-2016). The task is: Predict the reactants needed to synthesize the given product. (1) Given the product [CH3:59][C:58]1[CH:57]=[C:56]([CH3:60])[NH:55][C:54](=[O:61])[C:53]=1[CH2:52][NH:51][C:49]([C:39]1[C:40]2[CH:45]=[N:44][N:43]([CH:46]([CH3:48])[CH3:47])[C:41]=2[N:42]=[C:37]([C:2]2[CH:3]=[C:4]3[C:9](=[N:8][C:7](=[O:12])[CH2:6][CH2:5]3)[NH:10][CH:11]=2)[CH:38]=1)=[O:50], predict the reactants needed to synthesize it. The reactants are: Br[C:2]1[CH:3]=[C:4]2[C:9](=[N:10][CH:11]=1)[NH:8][C:7](=[O:12])[CH2:6][CH2:5]2.B1(B2OC(C)(C)C(C)(C)O2)OC(C)(C)C(C)(C)O1.C([O-])(=O)C.[K+].Cl[C:37]1[CH:38]=[C:39]([C:49]([NH:51][CH2:52][C:53]2[C:54](=[O:61])[NH:55][C:56]([CH3:60])=[CH:57][C:58]=2[CH3:59])=[O:50])[C:40]2[CH:45]=[N:44][N:43]([CH:46]([CH3:48])[CH3:47])[C:41]=2[N:42]=1.C(=O)(O)[O-].[Na+]. (2) The reactants are: [Cl:1][C:2]1[CH:7]=[CH:6][CH:5]=[CH:4][C:3]=1[N:8]1[C:12]([C:13]2[O:14]C=CC=2)=[CH:11][C:10]([C:18]([O:20][CH3:21])=[O:19])=[N:9]1.O.C(Cl)(Cl)(Cl)Cl.I([O-])(=O)(=O)=[O:29].[Na+]. Given the product [Cl:1][C:2]1[CH:7]=[CH:6][CH:5]=[CH:4][C:3]=1[N:8]1[C:12]([C:13]([OH:14])=[O:29])=[CH:11][C:10]([C:18]([O:20][CH3:21])=[O:19])=[N:9]1, predict the reactants needed to synthesize it. (3) Given the product [F:28][C:26]1[CH:25]=[C:24]([N:29]2[CH2:34][CH2:33][N:32]([C:18]([C:9]3[CH:10]=[C:11]([S:14]([CH3:17])(=[O:15])=[O:16])[CH:12]=[CH:13][C:8]=3[C:5]3[CH:4]=[CH:3][C:2]([F:1])=[CH:7][CH:6]=3)=[O:20])[CH2:31][CH2:30]2)[CH:23]=[C:22]([F:21])[CH:27]=1, predict the reactants needed to synthesize it. The reactants are: [F:1][C:2]1[CH:7]=[CH:6][C:5]([C:8]2[C:9]([C:18]([OH:20])=O)=[CH:10][C:11]([S:14]([CH3:17])(=[O:16])=[O:15])=[CH:12][CH:13]=2)=[CH:4][CH:3]=1.[F:21][C:22]1[CH:23]=[C:24]([N:29]2[CH2:34][CH2:33][NH:32][CH2:31][CH2:30]2)[CH:25]=[C:26]([F:28])[CH:27]=1. (4) Given the product [CH2:1]([O:8][C:9]1[CH:10]=[C:11]2[C:16](=[CH:17][C:18]=1[O:19][CH3:20])[CH:15](/[CH:21]=[CH:46]/[C:45]1[C:44]([F:43])=[C:51]([OH:52])[C:50]([F:53])=[CH:49][CH:48]=1)[NH:14][CH2:13][CH2:12]2)[C:2]1[CH:7]=[CH:6][CH:5]=[CH:4][CH:3]=1, predict the reactants needed to synthesize it. The reactants are: [CH2:1]([O:8][C:9]1[CH:10]=[C:11]2[C:16](=[CH:17][C:18]=1[O:19][CH3:20])[CH:15]([CH2:21]S(C1N(C3C=CC=CC=3)N=NN=1)(=O)=O)[N:14](C(OC(C)(C)C)=O)[CH2:13][CH2:12]2)[C:2]1[CH:7]=[CH:6][CH:5]=[CH:4][CH:3]=1.[F:43][C:44]1[C:51]([OH:52])=[C:50]([F:53])[CH:49]=[CH:48][C:45]=1[CH:46]=O.C[Si]([N-][Si](C)(C)C)(C)C.[Li+]. (5) Given the product [CH3:1][C:2]1[CH:7]=[CH:6][C:5]([CH3:8])=[CH:4][C:3]=1[CH2:9][CH2:10][CH2:11][OH:12], predict the reactants needed to synthesize it. The reactants are: [CH3:1][C:2]1[CH:7]=[CH:6][C:5]([CH3:8])=[CH:4][C:3]=1[C:9]#[C:10][CH2:11][OH:12]. (6) Given the product [Cl:23][C:15]1[CH:14]=[CH:13][C:12]([C:9](=[O:11])[CH:10]=[CH:3][N:6]([CH3:7])[CH3:8])=[CH:22][C:16]=1[C:17]([O:19][CH2:20][CH3:21])=[O:18], predict the reactants needed to synthesize it. The reactants are: CO[CH:3]([N:6]([CH3:8])[CH3:7])OC.[C:9]([C:12]1[CH:13]=[CH:14][C:15]([Cl:23])=[C:16]([CH:22]=1)[C:17]([O:19][CH2:20][CH3:21])=[O:18])(=[O:11])[CH3:10].CO.